Dataset: CYP1A2 inhibition data for predicting drug metabolism from PubChem BioAssay. Task: Regression/Classification. Given a drug SMILES string, predict its absorption, distribution, metabolism, or excretion properties. Task type varies by dataset: regression for continuous measurements (e.g., permeability, clearance, half-life) or binary classification for categorical outcomes (e.g., BBB penetration, CYP inhibition). Dataset: cyp1a2_veith. (1) The molecule is CN(C)C(=O)c1ccc(-c2nc(N3CCOCC3)c3ccccc3n2)cc1. The result is 1 (inhibitor). (2) The compound is O=C(Nc1cccc(F)c1)N1CCC2(CC1)CCN(C(=O)c1ccco1)CC2. The result is 0 (non-inhibitor). (3) The drug is Cc1ccc(NC(=O)/C(=C\c2cccc([N+](=O)[O-])c2)NC(=O)c2cccs2)cc1. The result is 0 (non-inhibitor). (4) The drug is CCN(CC)CCCN(Cc1cc2ccc(C)c(C)c2[nH]c1=O)C(=O)NC1CCCCC1. The result is 0 (non-inhibitor).